Task: Predict the reaction yield, written as a fraction of the theoretical maximum amount of product (1.0 means a 100% yield; for example, 0.34 means a 34% yield).. Dataset: Reaction yield outcomes from USPTO patents with 853,638 reactions The reactants are C(P(C(C)(C)C)C(C)(C)C)(C)(C)C.C(N(C(C)C)CC)(C)C.[CH3:23][O:24][C:25](=[O:34])[C:26]1[CH:31]=[C:30](Br)[CH:29]=[CH:28][C:27]=1[F:33].[C:35]([C:37]1[CH:38]=[N:39][CH:40]=[C:41]([CH:44]=1)[C:42]#[N:43])#[CH:36]. The catalyst is O1CCOCC1.[Cu]I. The product is [CH3:23][O:24][C:25](=[O:34])[C:26]1[CH:31]=[C:30]([C:36]#[C:35][C:37]2[CH:38]=[N:39][CH:40]=[C:41]([C:42]#[N:43])[CH:44]=2)[CH:29]=[CH:28][C:27]=1[F:33]. The yield is 0.440.